Task: Regression. Given a peptide amino acid sequence and an MHC pseudo amino acid sequence, predict their binding affinity value. This is MHC class I binding data.. Dataset: Peptide-MHC class I binding affinity with 185,985 pairs from IEDB/IMGT (1) The peptide sequence is NPDIVIYQY. The MHC is HLA-A23:01 with pseudo-sequence HLA-A23:01. The binding affinity (normalized) is 0. (2) The peptide sequence is RLVPGATYAL. The MHC is HLA-A02:01 with pseudo-sequence HLA-A02:01. The binding affinity (normalized) is 0.537.